Dataset: Blood-brain barrier permeability classification from the B3DB database. Task: Regression/Classification. Given a drug SMILES string, predict its absorption, distribution, metabolism, or excretion properties. Task type varies by dataset: regression for continuous measurements (e.g., permeability, clearance, half-life) or binary classification for categorical outcomes (e.g., BBB penetration, CYP inhibition). Dataset: b3db_classification. (1) The molecule is Cc1ccc(Cc2cnc(NCCSCc3ccc(CN(C)C)o3)[nH]c2=O)cn1. The result is 0 (does not penetrate BBB). (2) The result is 1 (penetrates BBB). The drug is CC[C@]1(c2ccccc2)C(=O)NC(=O)N(C(=O)c2ccccc2)C1=O. (3) The compound is NC(=O)OCC(O)COc1ccc(Cl)cc1. The result is 1 (penetrates BBB). (4) The molecule is CN1C(=O)[C@H](O)N=C(c2ccccc2)c2cc(Cl)ccc21. The result is 1 (penetrates BBB). (5) The drug is NC(=O)C(c1ccccc1)(c1ccccc1)[C@@H]1CCN(CCc2ccc3c(c2)CCO3)C1. The result is 1 (penetrates BBB). (6) The molecule is CC1CC2=CC(=O)CCC2(C)C2CCC3(C)C(CCC3(C)O)C12. The result is 0 (does not penetrate BBB). (7) The compound is CCC(O)(CC(N)=O)c1ccccc1. The result is 1 (penetrates BBB). (8) The drug is O=C1OCCN1N=Cc1ccc([N+](=O)[O-])o1. The result is 0 (does not penetrate BBB).